From a dataset of Forward reaction prediction with 1.9M reactions from USPTO patents (1976-2016). Predict the product of the given reaction. (1) Given the reactants [NH2:1][C:2]1[CH:12]=[CH:11][CH:10]=[CH:9][C:3]=1[C:4]([O:6][CH2:7][CH3:8])=[O:5].Cl[CH2:14][CH2:15][N:16]([CH2:28][CH2:29]Cl)[CH2:17][C@@H:18]1[O:23][C:22]2[CH:24]=[CH:25][CH:26]=[CH:27][C:21]=2[O:20][CH2:19]1, predict the reaction product. The product is: [O:23]1[C@@H:18]([CH2:17][N:16]2[CH2:15][CH2:14][N:1]([C:2]3[CH:12]=[CH:11][CH:10]=[CH:9][C:3]=3[C:4]([O:6][CH2:7][CH3:8])=[O:5])[CH2:29][CH2:28]2)[CH2:19][O:20][C:21]2[CH:27]=[CH:26][CH:25]=[CH:24][C:22]1=2. (2) Given the reactants Br[C:2]1[CH:3]=[C:4]([C:14]([NH:16][CH2:17][C:18]2[C:19](=[O:28])[NH:20][C:21]([CH3:27])=[CH:22][C:23]=2[CH2:24][CH2:25][CH3:26])=[O:15])[C:5]2[CH:6]=[N:7][N:8]([CH:11]([CH3:13])[CH3:12])[C:9]=2[CH:10]=1.[CH3:29][C:30]1[N:35]=[CH:34][C:33](B(O)O)=[CH:32][CH:31]=1, predict the reaction product. The product is: [CH3:12][CH:11]([N:8]1[C:9]2[CH:10]=[C:2]([C:33]3[CH:34]=[N:35][C:30]([CH3:29])=[CH:31][CH:32]=3)[CH:3]=[C:4]([C:14]([NH:16][CH2:17][C:18]3[C:19](=[O:28])[NH:20][C:21]([CH3:27])=[CH:22][C:23]=3[CH2:24][CH2:25][CH3:26])=[O:15])[C:5]=2[CH:6]=[N:7]1)[CH3:13]. (3) The product is: [CH3:37][CH:39]([OH:43])[CH2:40][CH2:41][CH2:42]/[CH:21]=[CH:22]\[CH:23]=[CH:24]\[CH:25]=[CH2:20]. Given the reactants [Br-].C([P+]([C:20]1[CH:25]=[CH:24][CH:23]=[CH:22][CH:21]=1)([C:20]1[CH:25]=[CH:24][CH:23]=[CH:22][CH:21]=1)[C:20]1[CH:25]=[CH:24][CH:23]=[CH:22][CH:21]=1)C=CC=C.C([Li])CCC.CCCCCC.[CH2:37]([CH:39]1[O:43][CH:42](O)[CH2:41][CH2:40]1)C.[NH4+].[Cl-], predict the reaction product. (4) Given the reactants [H-].[H-].[H-].[H-].[Li+].[Al+3].[CH:7]([N:10]1[CH2:15][CH2:14][CH:13]([C:16]([NH2:18])=O)[CH2:12][CH2:11]1)([CH3:9])[CH3:8].O.[OH-].[Na+], predict the reaction product. The product is: [CH:7]([N:10]1[CH2:15][CH2:14][CH:13]([CH2:16][NH2:18])[CH2:12][CH2:11]1)([CH3:9])[CH3:8]. (5) Given the reactants [F:1][C:2]1[CH:7]=[CH:6][C:5]([C:8]2[N:12]([CH2:13][C:14]3[CH:15]=[C:16]([CH:19]=[CH:20][CH:21]=3)[C:17]#[N:18])[N:11]=[C:10]([CH3:22])[CH:9]=2)=[CH:4][CH:3]=1.[Br:23]N1C(=O)CCC1=O, predict the reaction product. The product is: [Br:23][C:9]1[C:10]([CH3:22])=[N:11][N:12]([CH2:13][C:14]2[CH:15]=[C:16]([CH:19]=[CH:20][CH:21]=2)[C:17]#[N:18])[C:8]=1[C:5]1[CH:4]=[CH:3][C:2]([F:1])=[CH:7][CH:6]=1. (6) Given the reactants [OH:1][CH:2]1[CH:7]([C:8]2[CH:13]=[CH:12][C:11]([O:14][CH2:15][CH2:16][CH2:17][O:18][CH2:19][C:20]3[CH:25]=[CH:24][CH:23]=[CH:22][C:21]=3[O:26][CH3:27])=[CH:10][CH:9]=2)[CH2:6][CH2:5][N:4]([C:28]([O:30][C:31]([CH3:34])([CH3:33])[CH3:32])=[O:29])[CH2:3]1.[Br:35][C:36]1[CH:43]=[CH:42][CH:41]=[CH:40][C:37]=1[CH2:38]Br, predict the reaction product. The product is: [Br:35][C:36]1[CH:43]=[CH:42][CH:41]=[CH:40][C:37]=1[CH2:38][O:1][CH:2]1[CH:7]([C:8]2[CH:13]=[CH:12][C:11]([O:14][CH2:15][CH2:16][CH2:17][O:18][CH2:19][C:20]3[CH:25]=[CH:24][CH:23]=[CH:22][C:21]=3[O:26][CH3:27])=[CH:10][CH:9]=2)[CH2:6][CH2:5][N:4]([C:28]([O:30][C:31]([CH3:34])([CH3:33])[CH3:32])=[O:29])[CH2:3]1.